This data is from Catalyst prediction with 721,799 reactions and 888 catalyst types from USPTO. The task is: Predict which catalyst facilitates the given reaction. Reactant: [OH:1][N:2]=[C:3]([NH2:7])[CH:4]([CH3:6])[CH3:5].[H-].[Na+].[Cl:10][C:11]1[CH:16]=[CH:15][CH:14]=[C:13]([F:17])[C:12]=1[NH:18][C:19]1[NH:23][C:22]2[C:24]3[CH2:25][C:26]([CH3:36])([CH3:35])[O:27][C:28]=3[C:29]([C:31](OC)=O)=[CH:30][C:21]=2[N:20]=1. Product: [Cl:10][C:11]1[CH:16]=[CH:15][CH:14]=[C:13]([F:17])[C:12]=1[NH:18][C:19]1[NH:23][C:22]2[C:24]3[CH2:25][C:26]([CH3:36])([CH3:35])[O:27][C:28]=3[C:29]([C:31]3[O:1][N:2]=[C:3]([CH:4]([CH3:6])[CH3:5])[N:7]=3)=[CH:30][C:21]=2[N:20]=1. The catalyst class is: 20.